From a dataset of NCI-60 drug combinations with 297,098 pairs across 59 cell lines. Regression. Given two drug SMILES strings and cell line genomic features, predict the synergy score measuring deviation from expected non-interaction effect. (1) Drug 1: C1CCN(CC1)CCOC2=CC=C(C=C2)C(=O)C3=C(SC4=C3C=CC(=C4)O)C5=CC=C(C=C5)O. Drug 2: C1=CC=C(C(=C1)C(C2=CC=C(C=C2)Cl)C(Cl)Cl)Cl. Cell line: SF-539. Synergy scores: CSS=4.67, Synergy_ZIP=-1.99, Synergy_Bliss=-2.17, Synergy_Loewe=-0.901, Synergy_HSA=-1.29. (2) Drug 1: C1=CC(=CC=C1CC(C(=O)O)N)N(CCCl)CCCl.Cl. Drug 2: CC(C)NC(=O)C1=CC=C(C=C1)CNNC.Cl. Cell line: IGROV1. Synergy scores: CSS=23.1, Synergy_ZIP=1.48, Synergy_Bliss=10.9, Synergy_Loewe=-6.10, Synergy_HSA=8.61. (3) Drug 1: CC1=C2C(C(=O)C3(C(CC4C(C3C(C(C2(C)C)(CC1OC(=O)C(C(C5=CC=CC=C5)NC(=O)OC(C)(C)C)O)O)OC(=O)C6=CC=CC=C6)(CO4)OC(=O)C)OC)C)OC. Drug 2: C1=CC(=CC=C1CC(C(=O)O)N)N(CCCl)CCCl.Cl. Cell line: OVCAR-4. Synergy scores: CSS=3.22, Synergy_ZIP=-11.0, Synergy_Bliss=-19.2, Synergy_Loewe=-70.9, Synergy_HSA=-22.1. (4) Drug 1: C1CC(=O)NC(=O)C1N2CC3=C(C2=O)C=CC=C3N. Drug 2: B(C(CC(C)C)NC(=O)C(CC1=CC=CC=C1)NC(=O)C2=NC=CN=C2)(O)O. Cell line: MOLT-4. Synergy scores: CSS=-7.39, Synergy_ZIP=-6.24, Synergy_Bliss=-22.5, Synergy_Loewe=-51.4, Synergy_HSA=-25.9.